From a dataset of Full USPTO retrosynthesis dataset with 1.9M reactions from patents (1976-2016). Predict the reactants needed to synthesize the given product. Given the product [Br:1][C:2]1[C:3]([O:12][CH2:13][CH2:14][C:15]2[CH:16]=[N:17][CH:18]=[CH:19][CH:20]=2)=[C:4]([CH:7]=[C:8]([S:10][CH3:11])[CH:9]=1)[CH2:5][NH:22][CH2:23][CH2:24][CH2:25][NH:26][C:27]1[NH:32][C:31]2[CH:33]=[CH:34][S:35][C:30]=2[C:29](=[O:36])[CH:28]=1, predict the reactants needed to synthesize it. The reactants are: [Br:1][C:2]1[C:3]([O:12][CH2:13][CH2:14][C:15]2[CH:16]=[N:17][CH:18]=[CH:19][CH:20]=2)=[C:4]([CH:7]=[C:8]([S:10][CH3:11])[CH:9]=1)[CH:5]=O.Cl.[NH2:22][CH2:23][CH2:24][CH2:25][NH:26][C:27]1[NH:32][C:31]2[CH:33]=[CH:34][S:35][C:30]=2[C:29](=[O:36])[CH:28]=1.